From a dataset of Full USPTO retrosynthesis dataset with 1.9M reactions from patents (1976-2016). Predict the reactants needed to synthesize the given product. (1) The reactants are: [CH3:1][N:2]([CH3:32])[C:3](=[O:31])[CH2:4][N:5]([C@@H:25]1[CH2:30][CH2:29][CH2:28][NH:27][CH2:26]1)[C:6]1[C:7]2[CH:14]=[CH:13][N:12]([S:15]([C:18]3[CH:24]=[CH:23][C:21]([CH3:22])=[CH:20][CH:19]=3)(=[O:17])=[O:16])[C:8]=2[N:9]=[CH:10][N:11]=1.CCN=C=NCCCN(C)C.C1C=CC2N(O)N=NC=2C=1.[Cl:54][C:55]1[CH:56]=[C:57]([NH:62][CH2:63][C:64](O)=[O:65])[CH:58]=[C:59]([Cl:61])[CH:60]=1.CCN(C(C)C)C(C)C. Given the product [Cl:54][C:55]1[CH:56]=[C:57]([NH:62][CH2:63][C:64]([N:27]2[CH2:28][CH2:29][CH2:30][C@@H:25]([N:5]([C:6]3[C:7]4[CH:14]=[CH:13][N:12]([S:15]([C:18]5[CH:19]=[CH:20][C:21]([CH3:22])=[CH:23][CH:24]=5)(=[O:17])=[O:16])[C:8]=4[N:9]=[CH:10][N:11]=3)[CH2:4][C:3]([N:2]([CH3:1])[CH3:32])=[O:31])[CH2:26]2)=[O:65])[CH:58]=[C:59]([Cl:61])[CH:60]=1, predict the reactants needed to synthesize it. (2) The reactants are: C(OC(=O)[NH:7][C@H:8]([C:33](=[O:40])[NH:34][CH2:35][CH2:36][CH2:37][CH2:38][CH3:39])[CH2:9][C:10]1[CH:15]=[CH:14][CH:13]=[C:12]([N:16]2[CH2:20][C:19](=[O:21])[N:18]([CH2:22][C:23]3[CH:28]=[CH:27][C:26]([O:29][CH3:30])=[CH:25][CH:24]=3)[S:17]2(=[O:32])=[O:31])[CH:11]=1)(C)(C)C.C(O)(C(F)(F)F)=O. Given the product [NH2:7][C@@H:8]([CH2:9][C:10]1[CH:15]=[CH:14][CH:13]=[C:12]([N:16]2[CH2:20][C:19](=[O:21])[N:18]([CH2:22][C:23]3[CH:28]=[CH:27][C:26]([O:29][CH3:30])=[CH:25][CH:24]=3)[S:17]2(=[O:31])=[O:32])[CH:11]=1)[C:33]([NH:34][CH2:35][CH2:36][CH2:37][CH2:38][CH3:39])=[O:40], predict the reactants needed to synthesize it. (3) Given the product [NH:1]1[C:9]2[C:4](=[CH:5][CH:6]=[CH:7][CH:8]=2)[CH:3]=[C:2]1[C:10]1[N:15]=[C:14]([NH:16][C:17]2[CH:25]=[CH:24][C:20]([C:21]([N:51]3[CH2:56][CH2:55][O:54][CH2:53][CH2:52]3)=[O:22])=[CH:19][N:18]=2)[CH:13]=[N:12][CH:11]=1, predict the reactants needed to synthesize it. The reactants are: [NH:1]1[C:9]2[C:4](=[CH:5][CH:6]=[CH:7][CH:8]=2)[CH:3]=[C:2]1[C:10]1[N:15]=[C:14]([NH:16][C:17]2[CH:25]=[CH:24][C:20]([C:21](O)=[O:22])=[CH:19][N:18]=2)[CH:13]=[N:12][CH:11]=1.CCN(CC)CC.C(P1(=O)OP(=O)(CCC)OP(=O)(CCC)O1)CC.[NH:51]1[CH2:56][CH2:55][O:54][CH2:53][CH2:52]1. (4) Given the product [ClH:38].[CH:14]1([C:12](=[O:13])[CH:11]([N:8]2[CH2:9][CH2:10][CH:5]([SH:4])/[C:6](=[CH:24]/[C:25]3[CH:29]=[N:28][N:27]([CH2:30][CH2:31][CH2:32][C:33]([O:35][CH2:36][CH3:37])=[O:34])[N:26]=3)/[CH2:7]2)[C:17]2[CH:22]=[CH:21][CH:20]=[CH:19][C:18]=2[F:23])[CH2:15][CH2:16]1, predict the reactants needed to synthesize it. The reactants are: C([S:4][CH:5]1[CH2:10][CH2:9][N:8]([CH:11]([C:17]2[CH:22]=[CH:21][CH:20]=[CH:19][C:18]=2[F:23])[C:12]([CH:14]2[CH2:16][CH2:15]2)=[O:13])[CH2:7]/[C:6]/1=[CH:24]\[C:25]1[CH:29]=[N:28][N:27]([CH2:30][CH2:31][CH2:32][C:33]([O:35][CH2:36][CH3:37])=[O:34])[N:26]=1)(=O)C.[ClH:38].C(=O)([O-])O.[Na+]. (5) The reactants are: [O:1]([C:8]1[N:13]=[CH:12][N:11]=[C:10]([NH2:14])[CH:9]=1)[C:2]1[CH:7]=[CH:6][CH:5]=[CH:4][CH:3]=1.[C:15](N1C=CC=CC1=O)(N1C=CC=CC1=O)=[S:16]. Given the product [N:14]([C:10]1[CH:9]=[C:8]([O:1][C:2]2[CH:3]=[CH:4][CH:5]=[CH:6][CH:7]=2)[N:13]=[CH:12][N:11]=1)=[C:15]=[S:16], predict the reactants needed to synthesize it. (6) Given the product [N:28]1[CH:29]=[CH:30][C:25]([O:24][C:23]2[CH:22]=[CH:21][C:20]([C:17]3[N:16]=[C:15]([C:12]4[CH:13]=[CH:14][C:9]([OH:8])=[CH:10][CH:11]=4)[O:19][N:18]=3)=[CH:32][CH:31]=2)=[CH:26][CH:27]=1, predict the reactants needed to synthesize it. The reactants are: C([O:8][C:9]1[CH:14]=[CH:13][C:12]([C:15]2[O:19][N:18]=[C:17]([C:20]3[CH:32]=[CH:31][C:23]([O:24][C:25]4[CH:30]=[CH:29][N:28]=[CH:27][CH:26]=4)=[CH:22][CH:21]=3)[N:16]=2)=[CH:11][CH:10]=1)C1C=CC=CC=1.C1COCC1.